From a dataset of Full USPTO retrosynthesis dataset with 1.9M reactions from patents (1976-2016). Predict the reactants needed to synthesize the given product. (1) Given the product [CH:1]1(/[CH:6]=[CH:7]/[C@@H:8]([OH:9])[C@H:10]([OH:14])[C@@H:11]([OH:18])[C@@H:12]([O:16][CH3:17])[C:13]([NH:20][C@@H:21]2[C:27](=[O:28])[NH:26][C:25]3[CH:29]=[CH:30][CH:31]=[C:32]([C:33]4[CH:34]=[CH:35][CH:36]=[CH:37][CH:38]=4)[C:24]=3[O:23][CH2:22]2)=[O:15])[CH2:5][CH2:4][CH2:3][CH2:2]1, predict the reactants needed to synthesize it. The reactants are: [CH:1]1(/[CH:6]=[CH:7]/[C@H:8]([C@@H:10]2[O:14][C:13](=[O:15])[C@H:12]([O:16][CH3:17])[C@@H:11]2[OH:18])[OH:9])[CH2:5][CH2:4][CH2:3][CH2:2]1.Cl.[NH2:20][C@@H:21]1[C:27](=[O:28])[NH:26][C:25]2[CH:29]=[CH:30][CH:31]=[C:32]([C:33]3[CH:38]=[CH:37][CH:36]=[CH:35][CH:34]=3)[C:24]=2[O:23][CH2:22]1.C(C(CCCC)C([O-])=O)C.[Na+]. (2) Given the product [Cl:22][C:23]1[CH:24]=[C:25]([NH:26][C:2]2[C:11]3[C:6](=[CH:7][CH:8]=[C:9]([O:12][C@H:13]4[CH2:18][CH2:17][CH2:16][NH:15][CH2:14]4)[CH:10]=3)[N:5]=[CH:4][N:3]=2)[CH:27]=[CH:28][C:29]=1[O:30][CH2:31][C:32]1[CH:37]=[CH:36][CH:35]=[CH:34][N:33]=1, predict the reactants needed to synthesize it. The reactants are: Cl[C:2]1[C:11]2[C:6](=[CH:7][CH:8]=[C:9]([O:12][C@H:13]3[CH2:18][CH2:17][CH2:16][N:15](C([O-])=O)[CH2:14]3)[CH:10]=2)[N:5]=[CH:4][N:3]=1.[Cl:22][C:23]1[CH:24]=[C:25]([CH:27]=[CH:28][C:29]=1[O:30][CH2:31][C:32]1[CH:37]=[CH:36][CH:35]=[CH:34][N:33]=1)[NH2:26].